This data is from NCI-60 drug combinations with 297,098 pairs across 59 cell lines. The task is: Regression. Given two drug SMILES strings and cell line genomic features, predict the synergy score measuring deviation from expected non-interaction effect. (1) Drug 1: C1=CN(C=N1)CC(O)(P(=O)(O)O)P(=O)(O)O. Drug 2: C1=NC2=C(N1)C(=S)N=CN2. Cell line: A498. Synergy scores: CSS=11.9, Synergy_ZIP=-4.84, Synergy_Bliss=0.310, Synergy_Loewe=-6.30, Synergy_HSA=-0.404. (2) Drug 1: CC(C)(C#N)C1=CC(=CC(=C1)CN2C=NC=N2)C(C)(C)C#N. Drug 2: C1CNP(=O)(OC1)N(CCCl)CCCl. Cell line: SF-539. Synergy scores: CSS=-2.23, Synergy_ZIP=-0.140, Synergy_Bliss=-0.534, Synergy_Loewe=-4.85, Synergy_HSA=-2.88.